From a dataset of Full USPTO retrosynthesis dataset with 1.9M reactions from patents (1976-2016). Predict the reactants needed to synthesize the given product. (1) Given the product [CH3:1][C:2]1[CH:3]=[C:4]([NH:16][C:17]2[C:26]3[C:21](=[CH:22][CH:23]=[CH:24][C:25]=3[O:27][CH2:28][C:29]([NH2:35])=[O:31])[N:20]=[CH:19][N:18]=2)[CH:5]=[CH:6][C:7]=1[O:8][C:9]1[CH:10]=[N:11][C:12]([CH3:15])=[CH:13][CH:14]=1, predict the reactants needed to synthesize it. The reactants are: [CH3:1][C:2]1[CH:3]=[C:4]([NH:16][C:17]2[C:26]3[C:21](=[CH:22][CH:23]=[CH:24][C:25]=3[O:27][CH2:28][C:29]([OH:31])=O)[N:20]=[CH:19][N:18]=2)[CH:5]=[CH:6][C:7]=1[O:8][C:9]1[CH:10]=[N:11][C:12]([CH3:15])=[CH:13][CH:14]=1.C([N:35](C(C)C)CC)(C)C.CN(C(ON1N=NC2C=CC=NC1=2)=[N+](C)C)C.F[P-](F)(F)(F)(F)F. (2) Given the product [Cl:18][C:15]1[C:4]([C:5]([O:7][CH2:8][C:9]2[CH:14]=[CH:13][CH:12]=[CH:11][CH:10]=2)=[O:6])=[C:3]([F:19])[C:2]([N:1]([S:30]([CH2:27][CH2:25][CH3:26])(=[O:32])=[O:31])[S:30]([CH2:27][CH2:28][CH3:29])(=[O:32])=[O:31])=[CH:17][CH:16]=1, predict the reactants needed to synthesize it. The reactants are: [NH2:1][C:2]1[C:3]([F:19])=[C:4]([C:15]([Cl:18])=[CH:16][CH:17]=1)[C:5]([O:7][CH2:8][C:9]1[CH:14]=[CH:13][CH:12]=[CH:11][CH:10]=1)=[O:6].C(N([CH2:25][CH3:26])CC)C.[CH2:27]([S:30](Cl)(=[O:32])=[O:31])[CH2:28][CH3:29]. (3) Given the product [F:11][C:9]1[CH:8]=[C:7]2[N:6]=[CH:5][CH:4]3[CH:13]=[CH:14][NH:1][C:2]([CH:10]=1)=[C:3]23, predict the reactants needed to synthesize it. The reactants are: [NH2:1][C:2]1[CH:10]=[C:9]([F:11])[CH:8]=[C:7]2[C:3]=1[CH:4]([CH2:13][C:14](OCC)=O)[C:5](=O)[NH:6]2. (4) Given the product [CH2:26]([N:8]1[C:7]([I:11])=[N:6][C:5]2[C:9]1=[N:10][C:2]([Cl:1])=[N:3][C:4]=2[N:12]1[CH2:13][CH2:14][O:15][CH2:16][CH2:17]1)[CH:25]=[CH2:24], predict the reactants needed to synthesize it. The reactants are: [Cl:1][C:2]1[N:10]=[C:9]2[C:5]([N:6]=[C:7]([I:11])[NH:8]2)=[C:4]([N:12]2[CH2:17][CH2:16][O:15][CH2:14][CH2:13]2)[N:3]=1.C(=O)([O-])[O-].[Cs+].[Cs+].[CH2:24](Br)[CH:25]=[CH2:26].